Dataset: Catalyst prediction with 721,799 reactions and 888 catalyst types from USPTO. Task: Predict which catalyst facilitates the given reaction. (1) Reactant: [CH3:1][C:2]1[O:3][C:4]2[C:21]([N:22]=1)=[CH:20][C:7]1[CH2:8][CH2:9][N:10](C(OC(C)(C)C)=O)[CH2:11][CH2:12][C:6]=1[CH:5]=2.FC(F)(F)C(O)=O. Product: [CH3:1][C:2]1[O:3][C:4]2[C:21]([N:22]=1)=[CH:20][C:7]1[CH2:8][CH2:9][NH:10][CH2:11][CH2:12][C:6]=1[CH:5]=2. The catalyst class is: 2. (2) Reactant: [CH:1]1([N:6]2[C:15]3[N:14]=[C:13]([NH:16][C:17]4[CH:18]=[CH:19][C:20]([C:26]([NH:28][CH2:29][CH:30]5[O:35][CH2:34][CH2:33][NH:32][CH2:31]5)=[O:27])=[C:21]5[C:25]=4[O:24][CH2:23][CH2:22]5)[N:12]=[CH:11][C:10]=3[N:9]([CH3:36])[C:8](=[O:37])[C@H:7]2[CH2:38][CH3:39])[CH2:5][CH2:4][CH2:3][CH2:2]1.C=O.[C:42](O[BH-](OC(=O)C)OC(=O)C)(=O)C.[Na+].C(=O)(O)[O-].[Na+]. Product: [CH:1]1([N:6]2[C:15]3[N:14]=[C:13]([NH:16][C:17]4[CH:18]=[CH:19][C:20]([C:26]([NH:28][CH2:29][CH:30]5[O:35][CH2:34][CH2:33][N:32]([CH3:42])[CH2:31]5)=[O:27])=[C:21]5[C:25]=4[O:24][CH2:23][CH2:22]5)[N:12]=[CH:11][C:10]=3[N:9]([CH3:36])[C:8](=[O:37])[C@H:7]2[CH2:38][CH3:39])[CH2:2][CH2:3][CH2:4][CH2:5]1. The catalyst class is: 47. (3) Reactant: [NH:1]1[C:9]2[C:4](=[CH:5][CH:6]=[CH:7][CH:8]=2)[CH:3]=[CH:2]1.C(N(CC)CC)C.[N+:17]([C:20]1[CH:21]=[C:22]([S:26](Cl)(=[O:28])=[O:27])[CH:23]=[CH:24][CH:25]=1)([O-:19])=[O:18].ClCCl. Product: [N+:17]([C:20]1[CH:21]=[C:22]([S:26]([N:1]2[C:9]3[C:4](=[CH:5][CH:6]=[CH:7][CH:8]=3)[CH:3]=[CH:2]2)(=[O:28])=[O:27])[CH:23]=[CH:24][CH:25]=1)([O-:19])=[O:18]. The catalyst class is: 26. (4) Reactant: [CH:1]1([CH:7]([NH:19][C:20]2[CH:25]=[CH:24][C:23]([C:26]([N:28]([CH3:36])[CH2:29][CH2:30][C:31]([O:33][CH2:34][CH3:35])=[O:32])=[O:27])=[CH:22][CH:21]=2)[C:8]2[O:9][C:10]3[CH:17]=[CH:16][C:15]([OH:18])=[CH:14][C:11]=3[C:12]=2[CH3:13])[CH2:6][CH2:5][CH2:4][CH2:3][CH2:2]1.Cl[C:38]1[C:43]([C:44]#[N:45])=[CH:42][CH:41]=[CH:40][N:39]=1.C(=O)([O-])[O-].[K+].[K+].O. Product: [C:44]([C:43]1[C:38]([O:18][C:15]2[CH:16]=[CH:17][C:10]3[O:9][C:8]([CH:7]([NH:19][C:20]4[CH:21]=[CH:22][C:23]([C:26]([N:28]([CH3:36])[CH2:29][CH2:30][C:31]([O:33][CH2:34][CH3:35])=[O:32])=[O:27])=[CH:24][CH:25]=4)[CH:1]4[CH2:6][CH2:5][CH2:4][CH2:3][CH2:2]4)=[C:12]([CH3:13])[C:11]=3[CH:14]=2)=[N:39][CH:40]=[CH:41][CH:42]=1)#[N:45]. The catalyst class is: 9. (5) Reactant: [F:1][C@@H:2]([CH3:27])[CH2:3][N:4]([C:14]1[CH:15]=[C:16]2[C:20](=[CH:21][C:22]=1[O:23]COC)[CH2:19][CH2:18][CH2:17]2)[S:5]([C:8]1[S:9][CH:10]=[C:11]([CH3:13])[N:12]=1)(=[O:7])=[O:6].Cl.O1CCOCC1. Product: [F:1][C@@H:2]([CH3:27])[CH2:3][N:4]([C:14]1[CH:15]=[C:16]2[C:20](=[CH:21][C:22]=1[OH:23])[CH2:19][CH2:18][CH2:17]2)[S:5]([C:8]1[S:9][CH:10]=[C:11]([CH3:13])[N:12]=1)(=[O:7])=[O:6]. The catalyst class is: 5. (6) Reactant: CS(C)=O.[CH3:5][C:6]1([CH3:24])[CH2:10][C:9]2[C:11]([CH3:23])=[C:12]([N:17]3[CH2:22][CH2:21][NH:20][CH2:19][CH2:18]3)[C:13]([CH3:16])=[C:14]([CH3:15])[C:8]=2[O:7]1.Br[C:26]1[N:31]=[CH:30][CH:29]=[CH:28][N:27]=1.C(N(C(C)C)CC)(C)C. Product: [CH3:5][C:6]1([CH3:24])[CH2:10][C:9]2[C:11]([CH3:23])=[C:12]([N:17]3[CH2:18][CH2:19][N:20]([C:26]4[N:31]=[CH:30][CH:29]=[CH:28][N:27]=4)[CH2:21][CH2:22]3)[C:13]([CH3:16])=[C:14]([CH3:15])[C:8]=2[O:7]1. The catalyst class is: 13. (7) Reactant: [Br:1][C:2]1[CH:3]=[C:4]2[C:9](=[CH:10][C:11]=1[O:12][CH3:13])[CH:8]=[N:7][C:6]([CH3:14])=[CH:5]2.[OH:15]O. Product: [Br:1][C:2]1[CH:3]=[C:4]2[C:9](=[CH:10][C:11]=1[O:12][CH3:13])[CH:8]=[N+:7]([O-:15])[C:6]([CH3:14])=[CH:5]2. The catalyst class is: 177.